The task is: Regression. Given a peptide amino acid sequence and an MHC pseudo amino acid sequence, predict their binding affinity value. This is MHC class II binding data.. This data is from Peptide-MHC class II binding affinity with 134,281 pairs from IEDB. The peptide sequence is IQLKCSDSMPCKDIK. The MHC is DRB4_0101 with pseudo-sequence DRB4_0103. The binding affinity (normalized) is 0.168.